This data is from Full USPTO retrosynthesis dataset with 1.9M reactions from patents (1976-2016). The task is: Predict the reactants needed to synthesize the given product. (1) Given the product [OH:22][CH2:23][C:24]1[CH:29]=[CH:28][C:27]([C:2]2[C:3]([C:16]3[CH:21]=[CH:20][CH:19]=[CH:18][CH:17]=3)=[N:4][C:5]3[C:10]([N:11]=2)=[CH:9][C:8]([C:12]([OH:14])=[O:13])=[CH:7][CH:6]=3)=[CH:26][CH:25]=1, predict the reactants needed to synthesize it. The reactants are: Br[C:2]1[C:3]([C:16]2[CH:21]=[CH:20][CH:19]=[CH:18][CH:17]=2)=[N:4][C:5]2[C:10]([N:11]=1)=[CH:9][C:8]([C:12]([O:14]C)=[O:13])=[CH:7][CH:6]=2.[OH:22][CH2:23][C:24]1[CH:29]=[CH:28][C:27](B(O)O)=[CH:26][CH:25]=1. (2) Given the product [CH3:22][C:21]1[C:16]([N:13]2[CH2:14][CH2:15][N:10]([C:8]([C:5]3[CH:6]=[CH:7][C:2]([N:33]4[CH:29]([CH3:28])[CH2:30][CH2:31][C:32]4=[O:34])=[CH:3][C:4]=3[S:24]([CH3:27])(=[O:26])=[O:25])=[O:9])[CH2:11][CH2:12]2)=[N:17][CH:18]=[C:19]([CH3:23])[CH:20]=1, predict the reactants needed to synthesize it. The reactants are: Br[C:2]1[CH:7]=[CH:6][C:5]([C:8]([N:10]2[CH2:15][CH2:14][N:13]([C:16]3[C:21]([CH3:22])=[CH:20][C:19]([CH3:23])=[CH:18][N:17]=3)[CH2:12][CH2:11]2)=[O:9])=[C:4]([S:24]([CH3:27])(=[O:26])=[O:25])[CH:3]=1.[CH3:28][CH:29]1[NH:33][C:32](=[O:34])[CH2:31][CH2:30]1.